Dataset: Forward reaction prediction with 1.9M reactions from USPTO patents (1976-2016). Task: Predict the product of the given reaction. Given the reactants [C:1]([NH:5][S:6]([CH2:9][C:10]([OH:12])=O)(=[O:8])=[O:7])([CH3:4])([CH3:3])[CH3:2].[CH:13]1[CH:14]=[CH:15][C:16]2N(O)N=[N:19][C:17]=2[CH:18]=1.CCN=C=NCCCN(C)C.NC1C=CC=CC=1, predict the reaction product. The product is: [C:1]([NH:5][S:6]([CH2:9][C:10]([NH:19][C:17]1[CH:18]=[CH:13][CH:14]=[CH:15][CH:16]=1)=[O:12])(=[O:7])=[O:8])([CH3:2])([CH3:3])[CH3:4].